Dataset: Blood-brain barrier permeability classification from the B3DB database. Task: Regression/Classification. Given a drug SMILES string, predict its absorption, distribution, metabolism, or excretion properties. Task type varies by dataset: regression for continuous measurements (e.g., permeability, clearance, half-life) or binary classification for categorical outcomes (e.g., BBB penetration, CYP inhibition). Dataset: b3db_classification. (1) The compound is CN(C)C(=O)C(CCN1CCC(O)(c2ccc(Cl)cc2)CC1)(c1ccccc1)c1ccccc1. The result is 1 (penetrates BBB). (2) The molecule is OCCN1CCN(CCC=C2c3ccccc3Sc3ccc(Cl)cc32)CC1. The result is 1 (penetrates BBB). (3) The drug is O=C(OC1CN2CCC1CC2)N1CCc2ccccc2C1c1ccccc1. The result is 1 (penetrates BBB). (4) The molecule is Nc1ncnc2c1ncn2[C@H]1O[C@@H](CO)[C@@H](O)[C@@H]1O. The result is 1 (penetrates BBB). (5) The drug is CN[C@H](CC(C)C)C(=O)N[C@H]1C(=O)N[C@@H](CC(N)=O)C(=O)N[C@H]2C(=O)N[C@H]3C(=O)N[C@H](C(=O)N[C@H](C(=O)O)c4cc(O)cc(O)c4-c4cc3ccc4O)[C@H](O)c3ccc(c(Cl)c3)Oc3cc2cc(c3O[C@@H]2O[C@H](CO)[C@@H](O)[C@H](O)[C@H]2O[C@H]2C[C@](C)(N)[C@H](O)[C@H](C)O2)Oc2ccc(cc2Cl)[C@H]1O. The result is 0 (does not penetrate BBB). (6) The drug is COC(=O)C1C(=O)C=C(Nc2cccc(OC(F)(F)F)c2)CC1C. The result is 1 (penetrates BBB).